This data is from NCI-60 drug combinations with 297,098 pairs across 59 cell lines. The task is: Regression. Given two drug SMILES strings and cell line genomic features, predict the synergy score measuring deviation from expected non-interaction effect. (1) Drug 1: CNC(=O)C1=CC=CC=C1SC2=CC3=C(C=C2)C(=NN3)C=CC4=CC=CC=N4. Drug 2: CC1C(C(CC(O1)OC2CC(CC3=C2C(=C4C(=C3O)C(=O)C5=C(C4=O)C(=CC=C5)OC)O)(C(=O)CO)O)N)O.Cl. Cell line: OVCAR-4. Synergy scores: CSS=32.2, Synergy_ZIP=-0.565, Synergy_Bliss=0.586, Synergy_Loewe=-2.81, Synergy_HSA=1.25. (2) Drug 1: CC1CCC2CC(C(=CC=CC=CC(CC(C(=O)C(C(C(=CC(C(=O)CC(OC(=O)C3CCCCN3C(=O)C(=O)C1(O2)O)C(C)CC4CCC(C(C4)OC)OCCO)C)C)O)OC)C)C)C)OC. Drug 2: CN1C2=C(C=C(C=C2)N(CCCl)CCCl)N=C1CCCC(=O)O.Cl. Cell line: IGROV1. Synergy scores: CSS=33.6, Synergy_ZIP=-3.64, Synergy_Bliss=1.37, Synergy_Loewe=-29.7, Synergy_HSA=1.20. (3) Drug 1: CC1C(C(CC(O1)OC2CC(CC3=C2C(=C4C(=C3O)C(=O)C5=C(C4=O)C(=CC=C5)OC)O)(C(=O)C)O)N)O.Cl. Drug 2: CN1C(=O)N2C=NC(=C2N=N1)C(=O)N. Cell line: OVCAR-5. Synergy scores: CSS=13.8, Synergy_ZIP=-0.518, Synergy_Bliss=4.79, Synergy_Loewe=-15.0, Synergy_HSA=1.04. (4) Drug 1: C1C(C(OC1N2C=NC3=C(N=C(N=C32)Cl)N)CO)O. Drug 2: C1CNP(=O)(OC1)N(CCCl)CCCl. Cell line: MDA-MB-231. Synergy scores: CSS=29.3, Synergy_ZIP=-1.43, Synergy_Bliss=-5.46, Synergy_Loewe=-52.5, Synergy_HSA=-5.96. (5) Drug 1: CC1=CC2C(CCC3(C2CCC3(C(=O)C)OC(=O)C)C)C4(C1=CC(=O)CC4)C. Drug 2: C1=NNC2=C1C(=O)NC=N2. Cell line: COLO 205. Synergy scores: CSS=5.13, Synergy_ZIP=2.54, Synergy_Bliss=8.06, Synergy_Loewe=3.59, Synergy_HSA=2.71. (6) Drug 1: C1CCN(CC1)CCOC2=CC=C(C=C2)C(=O)C3=C(SC4=C3C=CC(=C4)O)C5=CC=C(C=C5)O. Drug 2: CCC(=C(C1=CC=CC=C1)C2=CC=C(C=C2)OCCN(C)C)C3=CC=CC=C3.C(C(=O)O)C(CC(=O)O)(C(=O)O)O. Cell line: HS 578T. Synergy scores: CSS=-3.63, Synergy_ZIP=2.44, Synergy_Bliss=2.78, Synergy_Loewe=-1.24, Synergy_HSA=-1.27. (7) Drug 1: C1=CC(=C2C(=C1NCCNCCO)C(=O)C3=C(C=CC(=C3C2=O)O)O)NCCNCCO. Drug 2: CC1=C2C(C(=O)C3(C(CC4C(C3C(C(C2(C)C)(CC1OC(=O)C(C(C5=CC=CC=C5)NC(=O)C6=CC=CC=C6)O)O)OC(=O)C7=CC=CC=C7)(CO4)OC(=O)C)O)C)OC(=O)C. Cell line: OVCAR-8. Synergy scores: CSS=67.4, Synergy_ZIP=4.07, Synergy_Bliss=2.46, Synergy_Loewe=3.82, Synergy_HSA=4.83.